From a dataset of Full USPTO retrosynthesis dataset with 1.9M reactions from patents (1976-2016). Predict the reactants needed to synthesize the given product. (1) Given the product [CH3:1][C:2]1[CH:3]=[CH:4][C:5]2[N:6]([CH:8]=[C:9]([C:11](=[O:13])[CH2:21][C:19]([O:18][CH2:17][CH3:16])=[O:20])[N:10]=2)[CH:7]=1, predict the reactants needed to synthesize it. The reactants are: [CH3:1][C:2]1[CH:3]=[CH:4][C:5]2[N:6]([CH:8]=[C:9]([C:11]([O:13]CC)=O)[N:10]=2)[CH:7]=1.[CH3:16][CH2:17][O:18][C:19]([CH3:21])=[O:20].[H-].[Na+]. (2) Given the product [ClH:21].[C:8]([C:2]1[N:6]2[N:7]=[C:8]([NH:11][CH2:12][CH2:13][CH2:14][N:15]3[CH2:20][CH2:19][O:18][CH2:17][CH2:16]3)[CH:9]=[CH:10][C:5]2=[N:4][CH:3]=1)#[C:9][CH2:10][CH2:5][CH2:25][CH3:26], predict the reactants needed to synthesize it. The reactants are: Br[C:2]1[N:6]2[N:7]=[C:8]([NH:11][CH2:12][CH2:13][CH2:14][N:15]3[CH2:20][CH2:19][O:18][CH2:17][CH2:16]3)[CH:9]=[CH:10][C:5]2=[N:4][CH:3]=1.[ClH:21].CCO[CH2:25][CH3:26]. (3) Given the product [Cl:7][C:8]1[CH:9]=[CH:10][C:11]([S:16][CH2:17][CH3:18])=[C:12]([CH:15]=1)[CH2:13][NH2:14], predict the reactants needed to synthesize it. The reactants are: [H-].[Al+3].[Li+].[H-].[H-].[H-].[Cl:7][C:8]1[CH:9]=[CH:10][C:11]([S:16][CH2:17][CH3:18])=[C:12]([CH:15]=1)[C:13]#[N:14].O.